This data is from Forward reaction prediction with 1.9M reactions from USPTO patents (1976-2016). The task is: Predict the product of the given reaction. (1) Given the reactants [C:1]([O:4][CH2:5][CH2:6]OCC)(=[O:3])[CH3:2].N([C:19]([CH3:25])([CH3:24])[C:20]([O:22][CH3:23])=[O:21])=N[C:12]([CH3:18])([CH3:17])[C:13]([O:15]C)=[O:14].[CH3:26][CH2:27][CH2:28][CH2:29][CH2:30][CH3:31], predict the reaction product. The product is: [C:1]([O:4][C:5]1[CH:6]=[CH:12][C:29]([CH:28]=[CH2:27])=[CH:30][CH:31]=1)(=[O:3])[CH3:2].[C:13]([O:15][C:30]([CH3:29])([CH3:31])[CH3:1])(=[O:14])[C:12]([CH3:18])=[CH2:17].[C:20]([O:22][CH2:23][C:28]1[CH:27]=[CH:26][CH:31]=[CH:30][CH:29]=1)(=[O:21])[C:19]([CH3:24])=[CH2:25]. (2) Given the reactants [Cl:1][C:2]1[C:10]([Cl:11])=[CH:9][CH:8]=[CH:7][C:3]=1[C:4]([OH:6])=O.[F:12][C:13]1([F:31])[CH2:18][CH2:17][C:16]([CH2:29][NH2:30])([C:19]2[CH:20]=[N:21][C:22]([C:25]([F:28])([F:27])[F:26])=[CH:23][CH:24]=2)[CH2:15][CH2:14]1, predict the reaction product. The product is: [Cl:1][C:2]1[C:10]([Cl:11])=[CH:9][CH:8]=[CH:7][C:3]=1[C:4]([NH:30][CH2:29][C:16]1([C:19]2[CH:20]=[N:21][C:22]([C:25]([F:28])([F:26])[F:27])=[CH:23][CH:24]=2)[CH2:17][CH2:18][C:13]([F:12])([F:31])[CH2:14][CH2:15]1)=[O:6]. (3) Given the reactants [CH2:1]([O:8]C1C=C(OCC2C=CC=CC=2)C(C(C)C)=CC=1C(O)=O)C1C=CC=CC=1.C(Cl)CCl.C1C=NC2N(O)N=NC=2C=1.C(N(CC)CC)C.[Cl:50][C:51]1[CH:52]=[C:53]2[C:57](=[CH:58][CH:59]=1)[CH2:56][NH:55][CH2:54]2, predict the reaction product. The product is: [Cl:50][C:51]1[CH:52]=[C:53]2[C:57](=[CH:58][CH:59]=1)[CH2:56][N:55]([CH:1]=[O:8])[CH2:54]2. (4) Given the reactants [F:1][C:2]1[CH:3]=[CH:4][C:5]2[N:9]=[C:8]([C@@H:10]([NH2:12])[CH3:11])[N:7]([CH3:13])[C:6]=2[C:14]=1[C:15]1[CH:20]=[CH:19][CH:18]=[CH:17][N:16]=1.[NH2:21][C:22]1[C:27]([C:28]#[N:29])=[C:26](Cl)[N:25]=[CH:24][N:23]=1.CCN(C(C)C)C(C)C, predict the reaction product. The product is: [NH2:21][C:22]1[C:27]([C:28]#[N:29])=[C:26]([NH:12][C@H:10]([C:8]2[N:7]([CH3:13])[C:6]3[C:14]([C:15]4[CH:20]=[CH:19][CH:18]=[CH:17][N:16]=4)=[C:2]([F:1])[CH:3]=[CH:4][C:5]=3[N:9]=2)[CH3:11])[N:25]=[CH:24][N:23]=1. (5) Given the reactants COC(C1C=C(O)C2C(=C(OC)C=C(Br)C=2)N=1)=O.C[O:20][C:21]([C:23]1[CH:32]=[C:31]([OH:33])[C:30]2[C:25](=[C:26]([O:35]C)[CH:27]=[C:28]([CH3:34])[CH:29]=2)[N:24]=1)=[O:22], predict the reaction product. The product is: [OH:33][C:31]1[C:30]2[C:25](=[C:26]([OH:35])[CH:27]=[C:28]([CH3:34])[CH:29]=2)[N:24]=[C:23]([C:21]([OH:22])=[O:20])[CH:32]=1.